Task: Regression/Classification. Given a drug SMILES string, predict its absorption, distribution, metabolism, or excretion properties. Task type varies by dataset: regression for continuous measurements (e.g., permeability, clearance, half-life) or binary classification for categorical outcomes (e.g., BBB penetration, CYP inhibition). Dataset: cyp2c19_veith.. Dataset: CYP2C19 inhibition data for predicting drug metabolism from PubChem BioAssay (1) The drug is Clc1cccc(N/N=C/c2ccc(N3CCOCC3)cc2)c1. The result is 1 (inhibitor). (2) The molecule is CC(C)c1nc2oc3ccccc3c(=O)c2c(=O)n1-c1ccccc1. The result is 0 (non-inhibitor). (3) The drug is COC(=O)c1ccc(Oc2cc(C)nc(-n3nc(C)cc3C)n2)cc1. The result is 1 (inhibitor). (4) The compound is c1ccc(CCNCc2ccco2)nc1. The result is 0 (non-inhibitor). (5) The result is 0 (non-inhibitor). The drug is COc1cc(/C=C(/NC(=O)c2ccccc2Cl)C(=O)O)cc(OC)c1OC. (6) The compound is C=CC[C@@H]1C=C[C@H](O/N=C(\C)CCN2CCCCc3nc(C)c(C)cc32)[C@H](CO)O1. The result is 0 (non-inhibitor). (7) The drug is Cc1cnc(CNc2ncnc3ccc(-c4ccccc4C#N)cc23)cn1. The result is 0 (non-inhibitor). (8) The result is 0 (non-inhibitor). The compound is COc1ccc(/C=N\NC(=O)O)cc1. (9) The drug is Nc1ncnc2c([C@@H]3O[C@@H](CO)[C@H](O)[C@@H]3O)nsc12. The result is 0 (non-inhibitor). (10) The drug is CCC(C)NC(=O)Cn1cnc2sc(C)cc2c1=O. The result is 0 (non-inhibitor).